This data is from Merck oncology drug combination screen with 23,052 pairs across 39 cell lines. The task is: Regression. Given two drug SMILES strings and cell line genomic features, predict the synergy score measuring deviation from expected non-interaction effect. (1) Drug 1: CCC1(O)CC2CN(CCc3c([nH]c4ccccc34)C(C(=O)OC)(c3cc4c(cc3OC)N(C)C3C(O)(C(=O)OC)C(OC(C)=O)C5(CC)C=CCN6CCC43C65)C2)C1. Drug 2: CNC(=O)c1cc(Oc2ccc(NC(=O)Nc3ccc(Cl)c(C(F)(F)F)c3)cc2)ccn1. Cell line: OCUBM. Synergy scores: synergy=11.6. (2) Drug 1: CN1C(=O)C=CC2(C)C3CCC4(C)C(NC(=O)OCC(F)(F)F)CCC4C3CCC12. Drug 2: CS(=O)(=O)CCNCc1ccc(-c2ccc3ncnc(Nc4ccc(OCc5cccc(F)c5)c(Cl)c4)c3c2)o1. Cell line: UWB1289BRCA1. Synergy scores: synergy=26.4. (3) Drug 1: NC1CCCCC1N.O=C(O)C(=O)O.[Pt+2]. Drug 2: CCc1cnn2c(NCc3ccc[n+]([O-])c3)cc(N3CCCCC3CCO)nc12. Cell line: UWB1289. Synergy scores: synergy=-8.18. (4) Drug 1: CCC1(O)C(=O)OCc2c1cc1n(c2=O)Cc2cc3c(CN(C)C)c(O)ccc3nc2-1. Drug 2: CCc1cnn2c(NCc3ccc[n+]([O-])c3)cc(N3CCCCC3CCO)nc12. Cell line: UWB1289BRCA1. Synergy scores: synergy=-1.94. (5) Drug 1: CC1(c2nc3c(C(N)=O)cccc3[nH]2)CCCN1. Drug 2: NC1CCCCC1N.O=C(O)C(=O)O.[Pt+2]. Cell line: MDAMB436. Synergy scores: synergy=-6.53. (6) Drug 1: C#Cc1cccc(Nc2ncnc3cc(OCCOC)c(OCCOC)cc23)c1. Drug 2: Cn1cc(-c2cnn3c(N)c(Br)c(C4CCCNC4)nc23)cn1. Cell line: UWB1289BRCA1. Synergy scores: synergy=-25.7. (7) Cell line: SW620. Drug 2: CC(C)CC(NC(=O)C(Cc1ccccc1)NC(=O)c1cnccn1)B(O)O. Synergy scores: synergy=-6.01. Drug 1: C=CCn1c(=O)c2cnc(Nc3ccc(N4CCN(C)CC4)cc3)nc2n1-c1cccc(C(C)(C)O)n1.